This data is from Full USPTO retrosynthesis dataset with 1.9M reactions from patents (1976-2016). The task is: Predict the reactants needed to synthesize the given product. Given the product [CH2:28]([O:30][C:31](=[O:40])[CH2:32][C:33]1[CH:34]=[CH:35][C:36]([NH:39][CH2:16][C:13]2[S:12][C:11]([NH:10][C:8]([N:7]([CH:1]3[CH2:6][CH2:5][CH2:4][CH2:3][CH2:2]3)[CH:18]3[CH2:19][CH2:20][CH2:21][CH2:22][CH2:23]3)=[O:9])=[N:15][CH:14]=2)=[CH:37][CH:38]=1)[CH3:29], predict the reactants needed to synthesize it. The reactants are: [CH:1]1([N:7]([CH:18]2[CH2:23][CH2:22][CH2:21][CH2:20][CH2:19]2)[C:8]([NH:10][C:11]2[S:12][C:13]([CH:16]=O)=[CH:14][N:15]=2)=[O:9])[CH2:6][CH2:5][CH2:4][CH2:3][CH2:2]1.C(O)(=O)C.[CH2:28]([O:30][C:31](=[O:40])[CH2:32][C:33]1[CH:38]=[CH:37][C:36]([NH2:39])=[CH:35][CH:34]=1)[CH3:29].C(O[BH-](OC(=O)C)OC(=O)C)(=O)C.[Na+].